From a dataset of Reaction yield outcomes from USPTO patents with 853,638 reactions. Predict the reaction yield, written as a fraction of the theoretical maximum amount of product (1.0 means a 100% yield; for example, 0.34 means a 34% yield). The reactants are [Cu]C#N.[CH3:4][Mg]Br.[CH3:7][C:8]1[CH2:13][CH2:12][CH2:11][C:10](=[O:14])[CH:9]=1.P([O-])([O-])([O-])=O.[Cl-].[NH4+]. The catalyst is C(OCC)C. The product is [CH3:7][C:8]1([CH3:4])[CH2:13][CH2:12][CH2:11][C:10](=[O:14])[CH2:9]1. The yield is 0.940.